This data is from Catalyst prediction with 721,799 reactions and 888 catalyst types from USPTO. The task is: Predict which catalyst facilitates the given reaction. (1) Reactant: Br[CH2:2][C:3]#[CH:4].[CH3:5][C:6]1[CH:7]=[C:8]([OH:16])[CH:9]=[C:10]([CH3:15])[C:11]=1[N+:12]([O-:14])=[O:13].C(=O)([O-])[O-].[K+].[K+].CCCCCC.C(OCC)(=O)C. Product: [CH2:2]([O:16][C:8]1[CH:9]=[C:10]([CH3:15])[C:11]([N+:12]([O-:14])=[O:13])=[C:6]([CH3:5])[CH:7]=1)[C:3]#[CH:4]. The catalyst class is: 3. (2) Reactant: [ClH:1].[C:2]([O:6][C:7]([NH:9][CH2:10][C@H:11]1[CH2:16][CH2:15][C@H:14]([C:17]([NH:19][C@H:20]([C:41]([NH:43][C:44]2[CH:49]=[CH:48][C:47]([C:50]3[NH:54][N:53]=[C:52]([C:55]([F:63])([F:62])[C:56]([F:61])([F:60])[C:57]([OH:59])=[O:58])[N:51]=3)=[CH:46][CH:45]=2)=[O:42])[CH2:21][C:22]2[CH:27]=[CH:26][CH:25]=[C:24]([C:28]3[CH:29]=[N:30][C:31]([O:34][CH2:35][CH2:36][CH2:37][N:38]([CH3:40])[CH3:39])=[CH:32][CH:33]=3)[CH:23]=2)=[O:18])[CH2:13][CH2:12]1)=[O:8])([CH3:5])([CH3:4])[CH3:3]. Product: [ClH:1].[C:2]([O:6][C:7]([NH:9][CH2:10][C@H:11]1[CH2:12][CH2:13][C@H:14]([C:17]([NH:19][C@H:20]([C:41]([NH:43][C:44]2[CH:49]=[CH:48][C:47]([C:50]3[NH:54][N:53]=[C:52]([C:55]([F:62])([F:63])[C:56]([F:61])([F:60])[C:57]([OH:59])=[O:58])[N:51]=3)=[CH:46][CH:45]=2)=[O:42])[CH2:21][C:22]2[CH:27]=[CH:26][CH:25]=[C:24]([C:28]3[CH:29]=[N:30][C:31]([O:34][CH2:35][CH2:36][CH2:37][N:38]([CH3:39])[CH3:40])=[CH:32][CH:33]=3)[CH:23]=2)=[O:18])[CH2:15][CH2:16]1)=[O:8])([CH3:5])([CH3:3])[CH3:4]. The catalyst class is: 12. (3) Reactant: C1(C[NH:8][CH:9]([C@:18]2([CH2:32][OH:33])[O:22][C@@H:21]([N:23]3[CH:30]=[CH:29][C:27](=[O:28])[NH:26][C:24]3=[O:25])[CH2:20][C@@H:19]2[OH:31])NCC2C=CC=CC=2)C=CC=CC=1.C1CCCCC=1.C(O)(=O)C.NC[C@]1(CO)O[C@@H](N2C=C(C)C(=O)NC2=O)C[C@@H]1O. Product: [NH2:8][CH2:9][C@:18]1([CH2:32][OH:33])[O:22][C@@H:21]([N:23]2[CH:30]=[CH:29][C:27](=[O:28])[NH:26][C:24]2=[O:25])[CH2:20][C@@H:19]1[OH:31]. The catalyst class is: 63. (4) Reactant: [C:1]([O:5][C:6](=[O:20])[C:7]([CH3:19])([S:9][C:10]1[CH:18]=[CH:17][C:13]([C:14]([OH:16])=[O:15])=[CH:12][CH:11]=1)[CH3:8])([CH3:4])([CH3:3])[CH3:2].[CH3:21][O:22][C:23]1[CH:36]=[CH:35][C:26]([CH2:27][N:28]2[CH:32]=[C:31]([CH2:33]O)[N:30]=[N:29]2)=[CH:25][CH:24]=1.C1(N=C=NC2CCCCC2)CCCCC1. Product: [C:1]([O:5][C:6](=[O:20])[C:7]([CH3:8])([S:9][C:10]1[CH:11]=[CH:12][C:13]([C:14]([O:16][CH2:33][C:31]2[N:30]=[N:29][N:28]([CH2:27][C:26]3[CH:35]=[CH:36][C:23]([O:22][CH3:21])=[CH:24][CH:25]=3)[CH:32]=2)=[O:15])=[CH:17][CH:18]=1)[CH3:19])([CH3:2])([CH3:3])[CH3:4]. The catalyst class is: 119. (5) Reactant: [CH3:1][C:2]1[O:3][CH:4]=[CH:5][C:6]=1[CH3:7].C([Li])CCC.[C:13]([C:15]1[CH:16]=[N:17][CH:18]=[CH:19][CH:20]=1)#N.Cl.C([O:24]CC)C. Product: [CH3:7][C:6]1[CH:5]=[C:4]([C:13]([C:15]2[CH:16]=[N:17][CH:18]=[CH:19][CH:20]=2)=[O:24])[O:3][C:2]=1[CH3:1]. The catalyst class is: 81.